Dataset: Peptide-MHC class I binding affinity with 185,985 pairs from IEDB/IMGT. Task: Regression. Given a peptide amino acid sequence and an MHC pseudo amino acid sequence, predict their binding affinity value. This is MHC class I binding data. The peptide sequence is RGYVFQGL. The MHC is HLA-A32:01 with pseudo-sequence HLA-A32:01. The binding affinity (normalized) is 0.00566.